Dataset: CYP2C9 inhibition data for predicting drug metabolism from PubChem BioAssay. Task: Regression/Classification. Given a drug SMILES string, predict its absorption, distribution, metabolism, or excretion properties. Task type varies by dataset: regression for continuous measurements (e.g., permeability, clearance, half-life) or binary classification for categorical outcomes (e.g., BBB penetration, CYP inhibition). Dataset: cyp2c9_veith. (1) The drug is C[N@+]1(CCC(=O)c2ccccc2)CC[C@H]2CC[C@H](C2)C1. The result is 0 (non-inhibitor). (2) The compound is Cc1noc(C)c1-c1nc(Nc2ccccc2)c2ccccc2n1. The result is 0 (non-inhibitor). (3) The drug is N#Cc1cccc(-c2nc(NCCN3CCOCC3)c3ccccc3n2)c1. The result is 0 (non-inhibitor). (4) The compound is CN(C)c1ccc(CNc2ncc(Br)cc2Br)cc1. The result is 1 (inhibitor). (5) The drug is CC(C)(Sc1ccc(CCN(CCCCC2CCCCC2)C(=O)NC2CCCCC2)cc1)C(=O)O. The result is 0 (non-inhibitor). (6) The compound is COCCn1c(=O)c(-c2ccc(F)cc2)nc2cnc(OC)nc21. The result is 0 (non-inhibitor).